Dataset: CYP3A4 inhibition data for predicting drug metabolism from PubChem BioAssay. Task: Regression/Classification. Given a drug SMILES string, predict its absorption, distribution, metabolism, or excretion properties. Task type varies by dataset: regression for continuous measurements (e.g., permeability, clearance, half-life) or binary classification for categorical outcomes (e.g., BBB penetration, CYP inhibition). Dataset: cyp3a4_veith. The molecule is COC(=O)[C@@]1(Cc2ccccc2)[C@H]2c3cc(C(=O)N4CCCC4)n(Cc4ccc(O)c(OC)c4)c3C[C@H]2CN1C(=O)c1ccccc1. The result is 1 (inhibitor).